Dataset: Full USPTO retrosynthesis dataset with 1.9M reactions from patents (1976-2016). Task: Predict the reactants needed to synthesize the given product. (1) Given the product [CH3:14][O:13][C:12]1[C:3]([O:2][CH3:1])=[CH:4][C:5]2[C:6]3[C:7](=[C:15]([NH2:47])[N:16]=[C:33]([CH2:34][CH2:35][C:36]4[CH:37]=[N:38][CH:39]=[CH:40][CH:41]=4)[CH:17]=3)[CH:8]=[N:9][C:10]=2[CH:11]=1, predict the reactants needed to synthesize it. The reactants are: [CH3:1][O:2][C:3]1[CH:4]=[C:5]2[C:10](=[CH:11][C:12]=1[O:13][CH3:14])[N:9]=[CH:8][C:7]([C:15]#[N:16])=[C:6]2[CH3:17].[Li+].C[Si]([N-][Si](C)(C)C)(C)C.N1([C:33](=O)[CH2:34][CH2:35][C:36]2[CH:37]=[N:38][CH:39]=[CH:40][CH:41]=2)C=CN=C1.C([O-])(=O)C.[NH4+:47]. (2) Given the product [CH3:56][N:57]([CH3:61])[CH2:58][CH2:59][O:28][C:27](=[O:29])[C:26]([C:22]1[CH:23]=[CH:24][CH:25]=[C:20]([C:14]2[CH:13]=[C:12]([NH:11][CH2:10][CH2:9][C:3]3[CH:4]=[CH:5][C:6]([Cl:8])=[CH:7][C:2]=3[Cl:1])[N:17]=[C:16]([O:18][CH3:19])[N:15]=2)[CH:21]=1)([CH3:31])[CH3:30], predict the reactants needed to synthesize it. The reactants are: [Cl:1][C:2]1[CH:7]=[C:6]([Cl:8])[CH:5]=[CH:4][C:3]=1[CH2:9][CH2:10][NH:11][C:12]1[N:17]=[C:16]([O:18][CH3:19])[N:15]=[C:14]([C:20]2[CH:21]=[C:22]([C:26]([CH3:31])([CH3:30])[C:27]([OH:29])=[O:28])[CH:23]=[CH:24][CH:25]=2)[CH:13]=1.CN(C(ON1N=NC2C=CC=CC1=2)=[N+](C)C)C.F[P-](F)(F)(F)(F)F.[CH3:56][N:57]([CH3:61])[CH2:58][CH2:59]O. (3) Given the product [CH2:1]([O:3][C:4]([C:6]1[C:10]([Cl:15])=[C:9]([CH2:11][CH2:12][CH3:13])[NH:8][N:7]=1)=[O:5])[CH3:2], predict the reactants needed to synthesize it. The reactants are: [CH2:1]([O:3][C:4]([C:6]1[CH:10]=[C:9]([CH2:11][CH2:12][CH3:13])[NH:8][N:7]=1)=[O:5])[CH3:2].[O-][Cl:15].[Na+]. (4) Given the product [CH2:26]([N:21]1[CH2:20][CH2:19][C:15]2[N:16]=[CH:17][N:18]=[C:13]([NH:12][C:9]3[CH:10]=[CH:11][C:6]([S:3]([C:2]([F:1])([F:23])[F:24])(=[O:4])=[O:5])=[CH:7][CH:8]=3)[C:14]=2[CH2:22]1)[C:31]1[CH:34]=[CH:33][CH:28]=[CH:29][CH:30]=1, predict the reactants needed to synthesize it. The reactants are: [F:1][C:2]([F:24])([F:23])[S:3]([C:6]1[CH:11]=[CH:10][C:9]([NH:12][C:13]2[C:14]3[CH2:22][NH:21][CH2:20][CH2:19][C:15]=3[N:16]=[CH:17][N:18]=2)=[CH:8][CH:7]=1)(=[O:5])=[O:4].Cl[C:26]1[C:31](Cl)=[CH:30][CH:29]=[CH:28]N=1.[CH:33](N(CC)C(C)C)(C)[CH3:34]. (5) Given the product [CH3:1][N:2]([CH3:24])[C:3]1[CH:4]=[CH:5][C:6]([CH:9]2[C:18]3[C:13](=[CH:14][CH:15]=[CH:16][CH:17]=3)[CH2:12][CH2:11][N:10]2[C:19]([O:21][CH2:22][CH3:23])=[O:20])=[CH:7][CH:8]=1, predict the reactants needed to synthesize it. The reactants are: [CH3:1][N:2]([CH3:24])[C:3]1[CH:8]=[CH:7][C:6]([CH:9]2[C:18]3[C:13](=[CH:14][CH:15]=[CH:16][CH:17]=3)[CH:12]=[CH:11][N:10]2[C:19]([O:21][CH2:22][CH3:23])=[O:20])=[CH:5][CH:4]=1.